Dataset: Catalyst prediction with 721,799 reactions and 888 catalyst types from USPTO. Task: Predict which catalyst facilitates the given reaction. (1) Reactant: [Cl:1][C:2]1[N:7]=[C:6](Cl)[CH:5]=[C:4]([CH3:9])[N:3]=1.[CH2:10]([NH2:17])[C:11]1[CH:16]=[CH:15][CH:14]=[CH:13][CH:12]=1.C(N(CC)CC)C. Product: [CH2:10]([NH:17][C:6]1[CH:5]=[C:4]([CH3:9])[N:3]=[C:2]([Cl:1])[N:7]=1)[C:11]1[CH:16]=[CH:15][CH:14]=[CH:13][CH:12]=1. The catalyst class is: 245. (2) Reactant: OCC(N[C:11]([C@@H:13]1[CH2:15][C@H:14]1[C:16]1[CH:21]=[CH:20][CH:19]=[CH:18][C:17]=1[Br:22])=[O:12])C1C=CC=CC=1.[OH:23]S(O)(=O)=O.O. Product: [Br:22][C:17]1[CH:18]=[CH:19][CH:20]=[CH:21][C:16]=1[C@@H:14]1[CH2:15][C@H:13]1[C:11]([OH:12])=[O:23]. The catalyst class is: 12. (3) Reactant: [CH2:1]([O:8][C:9]1[CH:33]=[C:32]([OH:34])[CH:31]=[CH:30][C:10]=1[C:11]1[C:20](=[O:21])[C:19]2[C:14](=[CH:15][C:16]([O:22][CH2:23][C:24]3[CH:29]=[CH:28][CH:27]=[CH:26][CH:25]=3)=[CH:17][CH:18]=2)[O:13][CH:12]=1)[C:2]1[CH:7]=[CH:6][CH:5]=[CH:4][CH:3]=1.C(N(CC)CC)C.[CH3:42][C:43]([Si:46](Cl)([CH3:48])[CH3:47])([CH3:45])[CH3:44]. Product: [CH2:1]([O:8][C:9]1[CH:33]=[C:32]([O:34][Si:46]([C:43]([CH3:45])([CH3:44])[CH3:42])([CH3:48])[CH3:47])[CH:31]=[CH:30][C:10]=1[C:11]1[C:20](=[O:21])[C:19]2[C:14](=[CH:15][C:16]([O:22][CH2:23][C:24]3[CH:25]=[CH:26][CH:27]=[CH:28][CH:29]=3)=[CH:17][CH:18]=2)[O:13][CH:12]=1)[C:2]1[CH:3]=[CH:4][CH:5]=[CH:6][CH:7]=1. The catalyst class is: 2.